This data is from Reaction yield outcomes from USPTO patents with 853,638 reactions. The task is: Predict the reaction yield, written as a fraction of the theoretical maximum amount of product (1.0 means a 100% yield; for example, 0.34 means a 34% yield). No catalyst specified. The yield is 0.522. The reactants are [CH2:1]([O:8][C:9]1[C:14](=[O:15])[N:13]=[C:12]([CH2:16][C:17]2([C:22]3[CH:27]=[CH:26][CH:25]=[CH:24][CH:23]=3)[CH2:21][CH2:20][CH2:19][CH2:18]2)[N:11]2[CH2:28][CH2:29][N:30]([CH:33]3[CH2:35][CH2:34]3)[C:31](=[O:32])[C:10]=12)[C:2]1[CH:7]=[CH:6][CH:5]=[CH:4][CH:3]=1.[F:36][C:37]1[CH:76]=CC(CN(CCO)C(C2C(OCC3C=CC=CC=3)=C(O)N=C(CC3(C4C=CC=CC=4)CCCC3)N=2)=O)=[CH:39][CH:38]=1. The product is [CH2:1]([O:8][C:9]1[C:14](=[O:15])[N:13]=[C:12]([CH2:16][C:17]2([C:22]3[CH:23]=[CH:24][CH:25]=[CH:26][CH:27]=3)[CH2:21][CH2:20][CH2:19][CH2:18]2)[N:11]2[CH2:28][CH2:29][N:30]([CH2:33][C:34]3[CH:39]=[CH:38][C:37]([F:36])=[CH:76][CH:35]=3)[C:31](=[O:32])[C:10]=12)[C:2]1[CH:3]=[CH:4][CH:5]=[CH:6][CH:7]=1.